From a dataset of Catalyst prediction with 721,799 reactions and 888 catalyst types from USPTO. Predict which catalyst facilitates the given reaction. (1) Reactant: C(N(CC)CC)C.[Cl:8][C:9]1[C:14]([N+:15]([O-:17])=[O:16])=[C:13](Cl)[C:12]([CH3:19])=[C:11]([CH3:20])[N:10]=1.N[CH2:22][CH2:23][CH2:24][CH2:25][OH:26]. Product: [Cl:8][CH:9]1[C:14]([N+:15]([O-:17])=[O:16])=[CH:13][C:12]([CH3:19])=[C:11]([CH3:20])[N:10]1[CH2:22][CH2:23][CH2:24][CH2:25][OH:26]. The catalyst class is: 9. (2) Reactant: [C:1]([O:5][C:6]([NH:8][C@H:9]1[CH2:14][CH2:13][C@H:12]([CH2:15][CH2:16]OS(C)(=O)=O)[CH2:11][CH2:10]1)=[O:7])([CH3:4])([CH3:3])[CH3:2].C(=O)([O-])[O-].[K+].[K+].[NH:28]1[CH2:32][CH2:31][CH2:30][CH2:29]1.O. Product: [C:1]([O:5][C:6](=[O:7])[NH:8][C@H:9]1[CH2:14][CH2:13][C@H:12]([CH2:15][CH2:16][N:28]2[CH2:32][CH2:31][CH2:30][CH2:29]2)[CH2:11][CH2:10]1)([CH3:4])([CH3:3])[CH3:2]. The catalyst class is: 10. (3) Reactant: [NH:1]1[C:9]2[CH:8]=[CH:7][CH:6]=[C:5]([C:10]([O:12][CH3:13])=[O:11])[C:4]=2[CH:3]=[CH:2]1.[H-].[Na+].[CH2:16](Br)[C:17]1[CH:22]=[CH:21][CH:20]=[CH:19][CH:18]=1. Product: [CH2:16]([N:1]1[C:9]2[CH:8]=[CH:7][CH:6]=[C:5]([C:10]([O:12][CH3:13])=[O:11])[C:4]=2[CH:3]=[CH:2]1)[C:17]1[CH:22]=[CH:21][CH:20]=[CH:19][CH:18]=1. The catalyst class is: 3. (4) Reactant: [CH2:1]([N:3]([C:26]1[CH:27]=[N:28][CH:29]=[CH:30][CH:31]=1)[S:4]([C:7]1[CH:8]=[CH:9][C:10]([NH:13][NH:14][C:15](=S)[NH:16][C@@H:17]([C:19]2[CH:24]=[CH:23][CH:22]=[CH:21][CH:20]=2)[CH3:18])=[N:11][CH:12]=1)(=[O:6])=[O:5])[CH3:2].C(N(CC)CC)C.[I-].ClC1C=CC=C[N+]=1C. Product: [CH2:1]([N:3]([C:26]1[CH:27]=[N:28][CH:29]=[CH:30][CH:31]=1)[S:4]([C:7]1[CH:8]=[CH:9][C:10]2[N:11]([C:15]([NH:16][C@@H:17]([C:19]3[CH:24]=[CH:23][CH:22]=[CH:21][CH:20]=3)[CH3:18])=[N:14][N:13]=2)[CH:12]=1)(=[O:6])=[O:5])[CH3:2]. The catalyst class is: 20.